This data is from NCI-60 drug combinations with 297,098 pairs across 59 cell lines. The task is: Regression. Given two drug SMILES strings and cell line genomic features, predict the synergy score measuring deviation from expected non-interaction effect. (1) Drug 1: CN(C(=O)NC(C=O)C(C(C(CO)O)O)O)N=O. Drug 2: COCCOC1=C(C=C2C(=C1)C(=NC=N2)NC3=CC=CC(=C3)C#C)OCCOC.Cl. Cell line: EKVX. Synergy scores: CSS=10.7, Synergy_ZIP=3.26, Synergy_Bliss=4.32, Synergy_Loewe=-1.55, Synergy_HSA=3.12. (2) Drug 1: C1CN(P(=O)(OC1)NCCCl)CCCl. Drug 2: C(CN)CNCCSP(=O)(O)O. Cell line: SF-539. Synergy scores: CSS=-7.43, Synergy_ZIP=5.28, Synergy_Bliss=5.59, Synergy_Loewe=-7.09, Synergy_HSA=-5.49. (3) Drug 1: CC12CCC(CC1=CCC3C2CCC4(C3CC=C4C5=CN=CC=C5)C)O. Drug 2: CC(CN1CC(=O)NC(=O)C1)N2CC(=O)NC(=O)C2. Cell line: TK-10. Synergy scores: CSS=12.2, Synergy_ZIP=-2.60, Synergy_Bliss=2.60, Synergy_Loewe=2.16, Synergy_HSA=2.13. (4) Drug 1: CC1=C(C(CCC1)(C)C)C=CC(=CC=CC(=CC(=O)O)C)C. Drug 2: CC12CCC3C(C1CCC2OP(=O)(O)O)CCC4=C3C=CC(=C4)OC(=O)N(CCCl)CCCl.[Na+]. Cell line: DU-145. Synergy scores: CSS=11.2, Synergy_ZIP=-3.18, Synergy_Bliss=-1.17, Synergy_Loewe=-1.25, Synergy_HSA=-1.17. (5) Drug 1: CCCCCOC(=O)NC1=NC(=O)N(C=C1F)C2C(C(C(O2)C)O)O. Drug 2: CC=C1C(=O)NC(C(=O)OC2CC(=O)NC(C(=O)NC(CSSCCC=C2)C(=O)N1)C(C)C)C(C)C. Cell line: BT-549. Synergy scores: CSS=12.1, Synergy_ZIP=-0.800, Synergy_Bliss=-1.29, Synergy_Loewe=-40.2, Synergy_HSA=-1.01.